This data is from Reaction yield outcomes from USPTO patents with 853,638 reactions. The task is: Predict the reaction yield, written as a fraction of the theoretical maximum amount of product (1.0 means a 100% yield; for example, 0.34 means a 34% yield). (1) The yield is 0.800. The catalyst is CO.[Pd]. The product is [NH2:12][C:11]1[CH:10]=[CH:9][C:4]([C:5]([O:7][CH3:8])=[O:6])=[CH:3][C:2]=1[CH3:1]. The reactants are [CH3:1][C:2]1[CH:3]=[C:4]([CH:9]=[CH:10][C:11]=1[N+:12]([O-])=O)[C:5]([O:7][CH3:8])=[O:6]. (2) The reactants are Cl[C:2]1[CH:7]=[C:6]([Cl:8])[N:5]=[C:4]([CH3:9])[C:3]=1[C:10]1[S:11][C:12]2[CH:18]=[CH:17][CH:16]=[CH:15][C:13]=2[N:14]=1.Cl.[NH2:20][C@@H:21]1[CH2:25][C@H:24]([CH2:26][OH:27])[C@@H:23]([OH:28])[C@H:22]1[OH:29].CCN([CH2:35][CH3:36])CC.[CH3:37]CO. No catalyst specified. The product is [S:11]1[C:12]2[CH:18]=[CH:17][CH:16]=[CH:15][C:13]=2[N:14]=[C:10]1[C:3]1[C:4]([CH3:9])=[N:5][C:6]([Cl:8])=[CH:7][C:2]=1[NH:20][C@H:21]1[C@@H:22]2[O:29][C:35]([CH3:36])([CH3:37])[O:28][C@@H:23]2[C@@H:24]([CH2:26][OH:27])[CH2:25]1. The yield is 0.670. (3) The yield is 0.890. The reactants are [Si]([O:8][CH2:9][C:10]1[N:11]([C:21]2[CH:26]=[CH:25][CH:24]=[CH:23][CH:22]=2)[C:12](=[O:20])[C:13]2[N:14]([CH:16]=[CH:17][C:18]=2[CH3:19])[CH:15]=1)(C(C)(C)C)(C)C.CCCC[N+](CCCC)(CCCC)CCCC.[F-]. The catalyst is C1COCC1.CCOC(C)=O. The product is [OH:8][CH2:9][C:10]1[N:11]([C:21]2[CH:22]=[CH:23][CH:24]=[CH:25][CH:26]=2)[C:12](=[O:20])[C:13]2[N:14]([CH:16]=[CH:17][C:18]=2[CH3:19])[CH:15]=1. (4) The reactants are Br[C:2]1[N:6]([CH2:7][C:8]2[CH:13]=[CH:12][CH:11]=[CH:10][C:9]=2[Cl:14])[CH:5]=[N:4][C:3]=1[C:15]1[CH:20]=[C:19]([C:21]#[N:22])[CH:18]=[CH:17][N:16]=1.[F:23][C:24]1[CH:29]=[CH:28][C:27](B(O)O)=[CH:26][CH:25]=1.C([O-])([O-])=O.[Na+].[Na+]. The catalyst is O1CCOCC1.C1C=CC(P(C2C=CC=CC=2)[C-]2C=CC=C2)=CC=1.C1C=CC(P(C2C=CC=CC=2)[C-]2C=CC=C2)=CC=1.Cl[Pd]Cl.[Fe+2]. The product is [Cl:14][C:9]1[CH:10]=[CH:11][CH:12]=[CH:13][C:8]=1[CH2:7][N:6]1[C:2]([C:27]2[CH:28]=[CH:29][C:24]([F:23])=[CH:25][CH:26]=2)=[C:3]([C:15]2[CH:20]=[C:19]([C:21]#[N:22])[CH:18]=[CH:17][N:16]=2)[N:4]=[CH:5]1. The yield is 0.880. (5) The reactants are [N:1]1([CH2:8][CH2:9][O:10][C:11]2[CH:16]=[CH:15][C:14]([C:17]([C:19]3[C:28]4[C:23](=[CH:24][C:25]([O:29]C)=[CH:26][CH:27]=4)[CH:22]=[CH:21][C:20]=3[C:31]3[C:36]([F:37])=[CH:35][CH:34]=[CH:33][C:32]=3[F:38])=[O:18])=[CH:13][CH:12]=2)[CH2:7][CH2:6][CH2:5][CH2:4][CH2:3][CH2:2]1.B(Br)(Br)Br.C(=O)(O)[O-].[Na+].C(Cl)(Cl)Cl.C(O)(C)C. The catalyst is C(Cl)Cl. The product is [N:1]1([CH2:8][CH2:9][O:10][C:11]2[CH:16]=[CH:15][C:14]([C:17]([C:19]3[C:28]4[C:23](=[CH:24][C:25]([OH:29])=[CH:26][CH:27]=4)[CH:22]=[CH:21][C:20]=3[C:31]3[C:32]([F:38])=[CH:33][CH:34]=[CH:35][C:36]=3[F:37])=[O:18])=[CH:13][CH:12]=2)[CH2:7][CH2:6][CH2:5][CH2:4][CH2:3][CH2:2]1. The yield is 0.540. (6) The reactants are Cl[C:2]1[S:3][C:4]([C:11]([O:13][CH2:14][CH3:15])=[O:12])=[C:5]([C:7]([F:10])([F:9])[F:8])[N:6]=1.[Cl:16][C:17]1[CH:18]=[C:19]([C:25]2([C:30]([F:33])([F:32])[F:31])[CH2:29][CH2:28][NH:27][CH2:26]2)[CH:20]=[C:21]([Cl:24])[C:22]=1[Cl:23].C(=O)([O-])[O-].[K+].[K+]. The catalyst is CN(C)C=O. The product is [Cl:16][C:17]1[CH:18]=[C:19]([C:25]2([C:30]([F:33])([F:32])[F:31])[CH2:29][CH2:28][N:27]([C:2]3[S:3][C:4]([C:11]([O:13][CH2:14][CH3:15])=[O:12])=[C:5]([C:7]([F:10])([F:9])[F:8])[N:6]=3)[CH2:26]2)[CH:20]=[C:21]([Cl:24])[C:22]=1[Cl:23]. The yield is 0.860. (7) The reactants are [Br:1][C:2]1[CH:3]=[CH:4][C:5]([CH3:11])=[C:6]([CH:10]=1)[C:7]([OH:9])=[O:8].CO.[N+](=[CH:16][Si](C)(C)C)=[N-].CCCCCC. The catalyst is C(OCC)(=O)C.C(O)(=O)C. The product is [CH3:16][O:8][C:7](=[O:9])[C:6]1[CH:10]=[C:2]([Br:1])[CH:3]=[CH:4][C:5]=1[CH3:11]. The yield is 0.990.